This data is from Forward reaction prediction with 1.9M reactions from USPTO patents (1976-2016). The task is: Predict the product of the given reaction. (1) Given the reactants Cl[CH2:2][C:3]1[N:12]([C:13]2[CH:18]=[CH:17][CH:16]=[CH:15][C:14]=2[Cl:19])[C:11](=[O:20])[C:10]2[C:5](=[CH:6][C:7]3[CH:24]=[CH:23][CH:22]=[CH:21][C:8]=3[CH:9]=2)[N:4]=1.O.[SH:26][C:27]1[N:35]=[CH:34][N:33]=[C:32]2[C:28]=1[NH:29][CH:30]=[N:31]2.C([O-])([O-])=O.[K+].[K+], predict the reaction product. The product is: [Cl:19][C:14]1[CH:15]=[CH:16][CH:17]=[CH:18][C:13]=1[N:12]1[C:11](=[O:20])[C:10]2[C:5](=[CH:6][C:7]3[CH:24]=[CH:23][CH:22]=[CH:21][C:8]=3[CH:9]=2)[N:4]=[C:3]1[CH2:2][S:26][C:27]1[N:35]=[CH:34][N:33]=[C:32]2[C:28]=1[N:29]=[CH:30][NH:31]2. (2) Given the reactants [CH3:1][C:2]([CH3:18])([CH3:17])[C@@H:3]([NH:5][CH2:6][CH2:7][C:8]([C:10]1[CH:15]=[CH:14][C:13]([F:16])=[CH:12][CH:11]=1)=[O:9])[CH3:4].C([O-])([O-])=O.[K+].[K+].Cl[C:26]([O:28][CH3:29])=[O:27], predict the reaction product. The product is: [CH3:18][C:2]([CH3:17])([CH3:1])[C@@H:3]([N:5]([CH2:6][CH2:7][C:8]([C:10]1[CH:15]=[CH:14][C:13]([F:16])=[CH:12][CH:11]=1)=[O:9])[C:26](=[O:27])[O:28][CH3:29])[CH3:4]. (3) Given the reactants [CH3:1][C:2]1[CH:8]=[C:7]([N+:9]([O-:11])=[O:10])[CH:6]=[CH:5][C:3]=1[NH2:4].[Cl:12][CH2:13][CH2:14][CH2:15][S:16](Cl)(=[O:18])=[O:17], predict the reaction product. The product is: [CH3:1][C:2]1[CH:8]=[C:7]([N+:9]([O-:11])=[O:10])[CH:6]=[CH:5][C:3]=1[NH:4][S:16]([CH2:15][CH2:14][CH2:13][Cl:12])(=[O:18])=[O:17]. (4) Given the reactants [CH3:1][O:2][C:3]1[C:12]2[C:7](=[CH:8][CH:9]=[CH:10][CH:11]=2)[C:6]([O:13][C:14]2[CH:19]=[CH:18][C:17]([N+:20]([O-])=O)=[CH:16][CH:15]=2)=[CH:5][CH:4]=1, predict the reaction product. The product is: [CH3:1][O:2][C:3]1[C:12]2[C:7](=[CH:8][CH:9]=[CH:10][CH:11]=2)[C:6]([O:13][C:14]2[CH:15]=[CH:16][C:17]([NH2:20])=[CH:18][CH:19]=2)=[CH:5][CH:4]=1. (5) Given the reactants [F:1][C:2]1[CH:11]=[C:10]2[C:5]([C:6](O)=[N:7][CH:8]=[N:9]2)=[CH:4][C:3]=1[N+:13]([O-:15])=[O:14].O=S(Cl)[Cl:18], predict the reaction product. The product is: [Cl:18][C:6]1[C:5]2[C:10](=[CH:11][C:2]([F:1])=[C:3]([N+:13]([O-:15])=[O:14])[CH:4]=2)[N:9]=[CH:8][N:7]=1.